From a dataset of Experimentally validated miRNA-target interactions with 360,000+ pairs, plus equal number of negative samples. Binary Classification. Given a miRNA mature sequence and a target amino acid sequence, predict their likelihood of interaction. (1) The miRNA is cel-miR-1-3p with sequence UGGAAUGUAAAGAAGUAUGUA. The protein sequence of the target gene is MATPTESELASPIPQTNPGSYEELHRKARDVFPTCFEGAKLMVNKGLSSHFQVSHTLSLSAMNTGYRFGATYVGTNQVGPAEAYPILLGDTDVNGNTTATILHQLGIYRTKLQGQIQQGKLAGAQATIERKGRLSTLGLTLANIDLVNEAGILVGQFLRRLTPRLDVGTEMVYQYGKNIPGGQISVLSYAARYTANHFIAAATLGASGVHLTYYHKQNENLAFGVEFECNANVGEAVTTLAYQTELPEEGVTMRASFDTNWTVGGVFEKRLSQQLPFTLALSGTLNHVKAAGKFGIGLII.... Result: 1 (interaction). (2) The miRNA is hsa-miR-92b-3p with sequence UAUUGCACUCGUCCCGGCCUCC. The protein sequence of the target gene is MGDPGSEIIESVPPAGPEASESTTDENEDDIQFVSEGPSRPVLEYIDLVCGDDENPSAYYSDILFPKMPKRQGDFLHFLNVKKVKTDTENNEVSKNHCRLSKAKEPHFEYIEQPIIEEKPSLSSKKEIDNLVLPDCWNEKQAFMFTEQYKWLEIKEGKLGCKDCSAVRHLGSKAEKHVHVSKEWIAYLVTPNGSNKTTRQASLRKKIREHDVSKAHGKIQDLLKESTNDSICNLVHKQNNKNIDATVKVFNTVYSLVKHNRPLSDIEGARELQEKNGEVNCLNTRYSATRIAEHIAKEMK.... Result: 1 (interaction). (3) The miRNA is hsa-miR-4433a-3p with sequence ACAGGAGUGGGGGUGGGACAU. The protein sequence of the target gene is MLSRKKTKNEVSKPAEVQGKYVKKETSPLLRNLMPSFIRHGPTIPRRTDICLPDSSPNAFSTSGDVVSRNQSFLRTPIQRTPHEIMRRESNRLSAPSYLARSLADVPREYGSSQSFVTEVSFAVENGDSGSRYYYSDNFFDGQRKRPLGDRAHEDYRYYEYNHDLFQRMPQNQGRHASGIGRVAATSLGNLTNHGSEDLPLPPGWSVDWTMRGRKYYIDHNTNTTHWSHPLEREGLPPGWERVESSEFGTYYVDHTNKKAQYRHPCAPSVPRYDQPPPVTYQPQQTERNQSLLVPANPYH.... Result: 1 (interaction). (4) The miRNA is hsa-miR-4515 with sequence AGGACUGGACUCCCGGCAGCCC. The protein sequence of the target gene is MRLLSSRAARVSGPSGSLCALLALLLLTPPGPLASAGPVAAVVRELRCVCLTTTPGIHPKTVSDLQVIAAGPQCSKVEVIATLKNGREVCLDPEAPLIKKIVQKILDSGKNN. Result: 0 (no interaction).